This data is from Full USPTO retrosynthesis dataset with 1.9M reactions from patents (1976-2016). The task is: Predict the reactants needed to synthesize the given product. (1) Given the product [C:22]([O:26][C:27](=[O:28])[N:29]([CH3:30])[CH2:31][C:32](=[O:33])[NH:1][C:2]1[CH:3]=[C:4]2[C:20](=[O:21])[NH:19][N:18]=[CH:17][C:6]3=[C:7]([C:11]4[CH:12]=[CH:13][CH:14]=[CH:15][CH:16]=4)[NH:8][C:9]([CH:10]=1)=[C:5]23)([CH3:25])([CH3:24])[CH3:23], predict the reactants needed to synthesize it. The reactants are: [NH2:1][C:2]1[CH:3]=[C:4]2[C:20](=[O:21])[NH:19][N:18]=[CH:17][C:6]3=[C:7]([C:11]4[CH:16]=[CH:15][CH:14]=[CH:13][CH:12]=4)[NH:8][C:9]([CH:10]=1)=[C:5]23.[C:22]([O:26][C:27]([N:29]([CH2:31][C:32](O)=[O:33])[CH3:30])=[O:28])([CH3:25])([CH3:24])[CH3:23].C(N(CC)CC)C.F[P-](F)(F)(F)(F)F.N1(OC(N(C)C)=[N+](C)C)C2N=CC=CC=2N=N1. (2) The reactants are: CC(OC(/N=N/C(OC(C)C)=O)=O)C.C1(P(C2C=CC=CC=2)C2C=CC=CC=2)C=CC=CC=1.[CH3:34][O:35][C:36]([C:38]1[O:39][C:40]([CH3:45])=[C:41]([CH2:43]O)[CH:42]=1)=[O:37].[Br:46][C:47]1[CH:52]=[CH:51][C:50]([SH:53])=[CH:49][CH:48]=1. Given the product [CH3:34][O:35][C:36]([C:38]1[O:39][C:40]([CH3:45])=[C:41]([CH2:43][S:53][C:50]2[CH:51]=[CH:52][C:47]([Br:46])=[CH:48][CH:49]=2)[CH:42]=1)=[O:37], predict the reactants needed to synthesize it. (3) Given the product [F:1][C:2]1[CH:37]=[CH:36][CH:35]=[C:34]([F:38])[C:3]=1[C:4]([NH:6][C@@H:7]([CH2:13][C:14]1[CH:15]=[CH:16][C:17]([C:20]2[C:21]([O:32][CH3:33])=[CH:22][C:23]([CH2:28][O:29][CH2:30][CH3:31])=[CH:24][C:25]=2[O:26][CH3:27])=[CH:18][CH:19]=1)[C:8]([OH:10])=[O:9])=[O:5], predict the reactants needed to synthesize it. The reactants are: [F:1][C:2]1[CH:37]=[CH:36][CH:35]=[C:34]([F:38])[C:3]=1[C:4]([NH:6][C@@H:7]([CH2:13][C:14]1[CH:19]=[CH:18][C:17]([C:20]2[C:25]([O:26][CH3:27])=[CH:24][C:23]([CH2:28][O:29][CH2:30][CH3:31])=[CH:22][C:21]=2[O:32][CH3:33])=[CH:16][CH:15]=1)[C:8]([O:10]CC)=[O:9])=[O:5].Cl. (4) Given the product [CH3:9][O:10][C:11]1[CH:12]=[C:13]([NH:23][C:24]2[N:26]=[C:31]([CH:32]([C:34]3[CH:35]=[CH:36][CH:37]=[CH:38][CH:39]=3)[CH3:33])[C:30]([CH3:41])=[CH:29][N:25]=2)[CH:14]=[CH:15][C:16]=1[N:17]1[CH:21]=[C:20]([CH3:22])[N:19]=[CH:18]1, predict the reactants needed to synthesize it. The reactants are: [N+]([O-])(O)=O.[N+]([O-])(O)=O.[CH3:9][O:10][C:11]1[CH:12]=[C:13]([NH:23][C:24]([NH2:26])=[NH:25])[CH:14]=[CH:15][C:16]=1[N:17]1[CH:21]=[C:20]([CH3:22])[N:19]=[CH:18]1.CN(C)[CH:29]=[C:30]([CH3:41])[C:31](=O)[CH:32]([C:34]1[CH:39]=[CH:38][CH:37]=[CH:36][CH:35]=1)[CH3:33].C(N(CC)CC)C. (5) Given the product [ClH:39].[C:1]([C:3]1[CH:4]=[C:5]([CH2:15][N:16]2[C:20]([CH3:21])=[CH:19][C:18]([C:22]([NH:24][CH2:25][CH:26]3[CH2:27][CH2:28][NH:29][CH2:30][CH2:31]3)=[O:23])=[N:17]2)[C:6]2[O:10][C:9]([CH:11]([CH3:12])[CH3:13])=[CH:8][C:7]=2[CH:14]=1)#[N:2], predict the reactants needed to synthesize it. The reactants are: [C:1]([C:3]1[CH:4]=[C:5]([CH2:15][N:16]2[C:20]([CH3:21])=[CH:19][C:18]([C:22]([NH:24][CH2:25][CH:26]3[CH2:31][CH2:30][N:29](C(OC(C)(C)C)=O)[CH2:28][CH2:27]3)=[O:23])=[N:17]2)[C:6]2[O:10][C:9]([CH:11]([CH3:13])[CH3:12])=[CH:8][C:7]=2[CH:14]=1)#[N:2].[ClH:39].